Predict the reactants needed to synthesize the given product. From a dataset of Full USPTO retrosynthesis dataset with 1.9M reactions from patents (1976-2016). (1) Given the product [Br:1][C:2]1[C:3]([Cl:11])=[C:4]([CH:8]=[CH:9][CH:10]=1)[C:5]([N:14]([O:15][CH3:16])[CH3:13])=[O:6], predict the reactants needed to synthesize it. The reactants are: [Br:1][C:2]1[C:3]([Cl:11])=[C:4]([CH:8]=[CH:9][CH:10]=1)[C:5](O)=[O:6].Cl.[CH3:13][NH:14][O:15][CH3:16].CCN=C=NCCCN(C)C.Cl.N1C=CC=CC=1. (2) The reactants are: [CH3:1][O:2][C:3]1[CH:4]=[C:5]([C:13]2[C:14]([C:19](Cl)=[O:20])=[CH:15][CH:16]=[CH:17][CH:18]=2)[CH:6]=[C:7]([O:11][CH3:12])[C:8]=1[O:9][CH3:10].[CH3:22][O:23][C:24](=[O:38])[CH2:25][C:26]1[S:27][C:28]([C:31]2[CH:36]=[CH:35][CH:34]=[CH:33][C:32]=2[NH2:37])=[CH:29][CH:30]=1. Given the product [CH3:22][O:23][C:24](=[O:38])[CH2:25][C:26]1[S:27][C:28]([C:31]2[CH:36]=[CH:35][CH:34]=[CH:33][C:32]=2[NH:37][C:19]([C:14]2[C:13]([C:5]3[CH:4]=[C:3]([O:2][CH3:1])[C:8]([O:9][CH3:10])=[C:7]([O:11][CH3:12])[CH:6]=3)=[CH:18][CH:17]=[CH:16][CH:15]=2)=[O:20])=[CH:29][CH:30]=1, predict the reactants needed to synthesize it.